From a dataset of NCI-60 drug combinations with 297,098 pairs across 59 cell lines. Regression. Given two drug SMILES strings and cell line genomic features, predict the synergy score measuring deviation from expected non-interaction effect. Drug 1: C1CCN(CC1)CCOC2=CC=C(C=C2)C(=O)C3=C(SC4=C3C=CC(=C4)O)C5=CC=C(C=C5)O. Drug 2: CC1=C(C(=O)C2=C(C1=O)N3CC4C(C3(C2COC(=O)N)OC)N4)N. Cell line: TK-10. Synergy scores: CSS=23.1, Synergy_ZIP=-6.84, Synergy_Bliss=-0.774, Synergy_Loewe=-18.5, Synergy_HSA=-1.31.